This data is from Full USPTO retrosynthesis dataset with 1.9M reactions from patents (1976-2016). The task is: Predict the reactants needed to synthesize the given product. The reactants are: [F:1][C:2]([F:38])([F:37])[C:3]1[CH:4]=[C:5]([CH:30]=[C:31]([C:33]([F:36])([F:35])[F:34])[CH:32]=1)[C:6]([N:8]1[CH2:13][CH2:12][N:11]([CH2:14]CCC(=O)C)[CH2:10][C@H:9]1[CH2:20][C:21]1[C:29]2[C:24](=[CH:25][CH:26]=[CH:27][CH:28]=2)[NH:23][CH:22]=1)=[O:7].[CH:39]([C:41]([CH3:43])=[O:42])=C. Given the product [F:35][C:33]([F:36])([F:34])[C:31]1[CH:30]=[C:5]([CH:4]=[C:3]([C:2]([F:38])([F:1])[F:37])[CH:32]=1)[C:6]([N:8]1[CH2:13][CH2:12][N:11]([CH2:14][CH2:39][C:41](=[O:42])[CH3:43])[CH2:10][C@H:9]1[CH2:20][C:21]1[C:29]2[C:24](=[CH:25][CH:26]=[CH:27][CH:28]=2)[NH:23][CH:22]=1)=[O:7], predict the reactants needed to synthesize it.